Dataset: NCI-60 drug combinations with 297,098 pairs across 59 cell lines. Task: Regression. Given two drug SMILES strings and cell line genomic features, predict the synergy score measuring deviation from expected non-interaction effect. Drug 1: CC12CCC3C(C1CCC2=O)CC(=C)C4=CC(=O)C=CC34C. Drug 2: CC1=C(N=C(N=C1N)C(CC(=O)N)NCC(C(=O)N)N)C(=O)NC(C(C2=CN=CN2)OC3C(C(C(C(O3)CO)O)O)OC4C(C(C(C(O4)CO)O)OC(=O)N)O)C(=O)NC(C)C(C(C)C(=O)NC(C(C)O)C(=O)NCCC5=NC(=CS5)C6=NC(=CS6)C(=O)NCCC[S+](C)C)O. Cell line: NCI-H460. Synergy scores: CSS=63.2, Synergy_ZIP=0.816, Synergy_Bliss=0.751, Synergy_Loewe=3.62, Synergy_HSA=4.02.